This data is from Reaction yield outcomes from USPTO patents with 853,638 reactions. The task is: Predict the reaction yield, written as a fraction of the theoretical maximum amount of product (1.0 means a 100% yield; for example, 0.34 means a 34% yield). (1) The reactants are [CH3:1][O:2][C:3]1[CH:4]=[C:5]2[C:9](=[C:10]([CH3:12])[CH:11]=1)[NH:8][CH:7]=[CH:6]2.[OH-].[K+].[CH3:15][N:16]1[CH2:21][CH2:20][C:19](=O)[CH2:18][CH2:17]1. The catalyst is CO. The product is [CH3:1][O:2][C:3]1[CH:4]=[C:5]2[C:9](=[C:10]([CH3:12])[CH:11]=1)[NH:8][CH:7]=[C:6]2[C:19]1[CH2:20][CH2:21][N:16]([CH3:15])[CH2:17][CH:18]=1. The yield is 0.780. (2) The reactants are [C:1]([O:5][C:6]([N:8]1[CH2:12][CH:11]([C:13]#[N:14])[CH2:10][CH:9]1[C:15]1[NH:16][C:17]([C:20]2[CH:25]=[CH:24][C:23](Br)=[CH:22][CH:21]=2)=[CH:18][N:19]=1)=[O:7])([CH3:4])([CH3:3])[CH3:2].[C:27]([O:31][C:32]([N:34]1[CH2:38][CH2:37][CH2:36][CH:35]1[C:39]1[NH:40][C:41]([C:44]2[CH:53]=[CH:52][C:51]3[C:46](=[CH:47][CH:48]=[C:49](B4OC(C)(C)C(C)(C)O4)[CH:50]=3)[CH:45]=2)=[CH:42][N:43]=1)=[O:33])([CH3:30])([CH3:29])[CH3:28].C([O-])(=O)C.[K+]. The catalyst is COCCOC.O.C(OCC)(=O)C.C1C=CC([P]([Pd]([P](C2C=CC=CC=2)(C2C=CC=CC=2)C2C=CC=CC=2)([P](C2C=CC=CC=2)(C2C=CC=CC=2)C2C=CC=CC=2)[P](C2C=CC=CC=2)(C2C=CC=CC=2)C2C=CC=CC=2)(C2C=CC=CC=2)C2C=CC=CC=2)=CC=1. The product is [C:1]([O:5][C:6]([N:8]1[CH2:12][CH:11]([C:13]#[N:14])[CH2:10][CH:9]1[C:15]1[NH:16][C:17]([C:20]2[CH:25]=[CH:24][C:23]([C:49]3[CH:48]=[CH:47][C:46]4[C:51](=[CH:52][CH:53]=[C:44]([C:41]5[NH:40][C:39]([CH:35]6[CH2:36][CH2:37][CH2:38][N:34]6[C:32]([O:31][C:27]([CH3:30])([CH3:29])[CH3:28])=[O:33])=[N:43][CH:42]=5)[CH:45]=4)[CH:50]=3)=[CH:22][CH:21]=2)=[CH:18][N:19]=1)=[O:7])([CH3:4])([CH3:3])[CH3:2]. The yield is 0.330. (3) The reactants are [F:1][C:2]1([F:62])[CH2:7][CH2:6][CH:5]([C:8]2[C:17]3[CH:16]([O:18]CC4C=CC(OC)=CC=4)[CH2:15][C:14]([CH3:29])([CH3:28])[CH2:13][C:12]=3[N:11]=[C:10]([CH:30]3[CH2:35][CH2:34][N:33]([C:36]4[N:41]=[CH:40][C:39]([O:42][CH:43]5[CH2:48][CH2:47][N:46]([CH3:49])[CH2:45][CH2:44]5)=[CH:38][N:37]=4)[CH2:32][CH2:31]3)[C:9]=2[CH:50]([F:61])[C:51]2[CH:56]=[CH:55][C:54]([C:57]([F:60])([F:59])[F:58])=[CH:53][CH:52]=2)[CH2:4][CH2:3]1.C1(OC)C=CC=CC=1.FC(F)(F)C(O)=O. The catalyst is ClCCl. The product is [F:62][C:2]1([F:1])[CH2:3][CH2:4][CH:5]([C:8]2[C:17]3[CH:16]([OH:18])[CH2:15][C:14]([CH3:29])([CH3:28])[CH2:13][C:12]=3[N:11]=[C:10]([CH:30]3[CH2:35][CH2:34][N:33]([C:36]4[N:37]=[CH:38][C:39]([O:42][CH:43]5[CH2:44][CH2:45][N:46]([CH3:49])[CH2:47][CH2:48]5)=[CH:40][N:41]=4)[CH2:32][CH2:31]3)[C:9]=2[CH:50]([F:61])[C:51]2[CH:52]=[CH:53][C:54]([C:57]([F:58])([F:60])[F:59])=[CH:55][CH:56]=2)[CH2:6][CH2:7]1. The yield is 0.170. (4) The reactants are [Cl:1][C:2]1[CH:7]=[CH:6][N:5]=[C:4]([CH:8]([CH3:10])[CH3:9])[C:3]=1[CH2:11][S:12][C:13]1[N:18]=[C:17]([OH:19])[CH:16]=[C:15]([CH3:20])[N:14]=1.Cl.O1CCOCC1. The catalyst is CO. The product is [ClH:1].[Cl:1][C:2]1[CH:7]=[CH:6][N:5]=[C:4]([CH:8]([CH3:9])[CH3:10])[C:3]=1[CH2:11][S:12][C:13]1[N:18]=[C:17]([OH:19])[CH:16]=[C:15]([CH3:20])[N:14]=1. The yield is 1.00. (5) The reactants are [CH3:1][C@H:2]1[CH2:7][CH2:6][CH2:5][CH2:4][N:3]1[C:8](Cl)=[O:9].[F:11][C:12]1[CH:13]=[CH:14][C:15]([NH:18][NH2:19])=[N:16][CH:17]=1.CCN(C(C)C)C(C)C.O. The catalyst is C(Cl)Cl.CCOCC.CCCCC. The product is [F:11][C:12]1[CH:13]=[CH:14][C:15]([NH:18][NH:19][C:8]([N:3]2[CH2:4][CH2:5][CH2:6][CH2:7][C@@H:2]2[CH3:1])=[O:9])=[N:16][CH:17]=1. The yield is 0.770. (6) The catalyst is C(OCC)(=O)C.CCCCCC.C(OCC)C. The yield is 0.450. The product is [N:9]1[CH:10]=[CH:11][CH:12]=[C:7]([C:13](=[O:19])[C:14]([O:16][CH2:17][CH3:18])=[O:15])[CH:8]=1. The reactants are C([Li])CCC.Br[C:7]1[CH:8]=[N:9][CH:10]=[CH:11][CH:12]=1.[C:13](OCC)(=[O:19])[C:14]([O:16][CH2:17][CH3:18])=[O:15].Cl.C(=O)(O)[O-].[Na+]. (7) The reactants are O[C:2]1[CH:11]=[C:10]2[C:5]([CH2:6][CH2:7][C:8](=[O:12])[NH:9]2)=[CH:4][CH:3]=1.C(N([CH2:18][CH3:19])CC)C.C[Si](C=[N+]=[N-])(C)C.ClCCl.C[OH:31].C(#N)C. No catalyst specified. The product is [CH2:18]([O:31][N:9]1[C:10]2[C:5](=[CH:4][CH:3]=[CH:2][CH:11]=2)[CH2:6][CH2:7][C:8]1=[O:12])[CH3:19]. The yield is 0.670. (8) The reactants are C([N-]C(C)C)(C)C.[Li+].C(NC(C)C)(C)C.[Li]CCCC.[CH2:21]([O:23][C:24]1[CH2:29][CH2:28][CH2:27][C:26](=[O:30])[CH:25]=1)[CH3:22].CN(C)P(N(C)C)(N(C)C)=O.I[CH2:43][CH2:44][CH2:45][O:46][Si:47]([C:50]([CH3:53])([CH3:52])[CH3:51])([CH3:49])[CH3:48]. The catalyst is O1CCCC1. The product is [CH2:21]([O:23][C:24]1[CH2:29][CH2:28][CH:27]([CH2:43][CH2:44][CH2:45][O:46][Si:47]([C:50]([CH3:51])([CH3:53])[CH3:52])([CH3:48])[CH3:49])[C:26](=[O:30])[CH:25]=1)[CH3:22]. The yield is 0.512. (9) The reactants are [Br:1][C:2]1[CH:3]=[C:4]2[C:8](=[CH:9][CH:10]=1)[NH:7][C:6]([C:11](=O)[NH:12]C(C)(C)C)=[C:5]2[CH2:18][C:19]([O:21][CH3:22])=[O:20].O=P(Cl)(Cl)Cl. The catalyst is C1(C)C=CC=CC=1. The product is [Br:1][C:2]1[CH:3]=[C:4]2[C:8](=[CH:9][CH:10]=1)[NH:7][C:6]([C:11]#[N:12])=[C:5]2[CH2:18][C:19]([O:21][CH3:22])=[O:20]. The yield is 0.502. (10) The reactants are [F:1][CH:2]([F:12])[O:3][C:4]1[CH:11]=[CH:10][C:7]([CH:8]=[O:9])=[CH:6][CH:5]=1.[CH:13]([Mg]Cl)([CH3:15])[CH3:14]. The catalyst is C1COCC1. The product is [F:1][CH:2]([F:12])[O:3][C:4]1[CH:5]=[CH:6][C:7]([CH:8]([OH:9])[CH:13]([CH3:15])[CH3:14])=[CH:10][CH:11]=1. The yield is 0.450.